Predict the product of the given reaction. From a dataset of Forward reaction prediction with 1.9M reactions from USPTO patents (1976-2016). (1) Given the reactants [Cl:1][C:2]1[C:3]([C:15]2[N:16]([CH:21]([CH3:23])[CH3:22])[C:17]([CH3:20])=[N:18][CH:19]=2)=[N:4][C:5]([NH:8][CH:9]2[CH2:14][CH2:13][NH:12][CH2:11][CH2:10]2)=[N:6][CH:7]=1.Cl[CH2:25][CH2:26][S:27](Cl)(=[O:29])=[O:28].[NH:31]1[CH2:36][CH2:35][O:34][CH2:33][CH2:32]1, predict the reaction product. The product is: [Cl:1][C:2]1[C:3]([C:15]2[N:16]([CH:21]([CH3:23])[CH3:22])[C:17]([CH3:20])=[N:18][CH:19]=2)=[N:4][C:5]([NH:8][CH:9]2[CH2:10][CH2:11][N:12]([S:27]([CH2:26][CH2:25][N:31]3[CH2:36][CH2:35][O:34][CH2:33][CH2:32]3)(=[O:29])=[O:28])[CH2:13][CH2:14]2)=[N:6][CH:7]=1. (2) Given the reactants Cl[C:2]1[N:7]=[C:6]([Cl:8])[C:5]([C:9]([F:12])([F:11])[F:10])=[CH:4][N:3]=1.C(OCC)C.[NH2:18][C:19]1[CH:24]=[CH:23][C:22]([CH:25]2[CH2:30][CH2:29][CH2:28][CH2:27][N:26]2[C:31]([O:33][C:34]([CH3:37])([CH3:36])[CH3:35])=[O:32])=[CH:21][CH:20]=1.C(N(CC)CC)C, predict the reaction product. The product is: [Cl:8][C:6]1[C:5]([C:9]([F:12])([F:11])[F:10])=[CH:4][N:3]=[C:2]([NH:18][C:19]2[CH:20]=[CH:21][C:22]([CH:25]3[CH2:30][CH2:29][CH2:28][CH2:27][N:26]3[C:31]([O:33][C:34]([CH3:37])([CH3:36])[CH3:35])=[O:32])=[CH:23][CH:24]=2)[N:7]=1. (3) The product is: [N:8]1([CH2:7][CH:7]2[CH2:12][O:11][N:10]=[C:9]([C:13]3[CH:14]=[N+:15]([O-:26])[CH:16]=[CH:17][CH:18]=3)[NH:8]2)[CH2:21][CH2:20][CH2:18][CH2:13][CH2:9]1. Given the reactants N1([CH:7]2[CH2:12][O:11][N:10]=[C:9]([C:13]3[CH:14]=[N:15][CH:16]=[CH:17][CH:18]=3)[N:8]2C)CCCCC1.[C:20](O)(=O)[CH3:21].OO.[OH2:26], predict the reaction product. (4) Given the reactants [F:1][C:2]1[CH:28]=[CH:27][C:5]([CH2:6][N:7]2[C:19](=[O:20])[C:18]3[C:17]([O:21][CH2:22][O:23][CH3:24])=[C:16]4[C:11]([CH:12]=[CH:13][CH:14]=[N:15]4)=[C:10]([OH:25])[C:9]=3[C:8]2=[O:26])=[CH:4][CH:3]=1.C(N(C(C)C)CC)(C)C.[S:38](O[S:38]([C:41]([F:44])([F:43])[F:42])(=[O:40])=[O:39])([C:41]([F:44])([F:43])[F:42])(=[O:40])=[O:39], predict the reaction product. The product is: [F:1][C:2]1[CH:3]=[CH:4][C:5]([CH2:6][N:7]2[C:19](=[O:20])[C:18]3[C:17]([O:21][CH2:22][O:23][CH3:24])=[C:16]4[C:11]([CH:12]=[CH:13][CH:14]=[N:15]4)=[C:10]([O:25][S:38]([C:41]([F:44])([F:43])[F:42])(=[O:40])=[O:39])[C:9]=3[C:8]2=[O:26])=[CH:27][CH:28]=1. (5) Given the reactants [F:1][CH:2]([F:15])[O:3][C:4]1[C:13]([F:14])=[CH:12][CH:11]=[CH:10][C:5]=1[C:6]([O:8]C)=[O:7].[OH-].[Na+], predict the reaction product. The product is: [F:15][CH:2]([F:1])[O:3][C:4]1[C:13]([F:14])=[CH:12][CH:11]=[CH:10][C:5]=1[C:6]([OH:8])=[O:7]. (6) Given the reactants [CH2:1]([C:3]1[C:12]2[O:11][CH:10]([CH:13]([CH3:15])[CH3:14])[C:9](=[O:16])[NH:8][C:7]=2[CH:6]=[CH:5][CH:4]=1)[CH3:2].C(=O)([O-])[O-].[K+].[K+].[C:23]([O:27][CH3:28])(=[O:26])[CH:24]=[CH2:25].C(O)(=O)CC(CC(O)=O)(C(O)=O)O, predict the reaction product. The product is: [CH3:28][O:27][C:23](=[O:26])[CH2:24][CH2:25][N:8]1[C:7]2[CH:6]=[CH:5][CH:4]=[C:3]([CH2:1][CH3:2])[C:12]=2[O:11][CH:10]([CH:13]([CH3:15])[CH3:14])[C:9]1=[O:16].